Dataset: Full USPTO retrosynthesis dataset with 1.9M reactions from patents (1976-2016). Task: Predict the reactants needed to synthesize the given product. (1) The reactants are: [N:1]1([CH:7]2[CH2:12][CH2:11][CH:10]([C:13]([OH:15])=[O:14])[CH2:9][CH2:8]2)[CH2:5][CH2:4][CH2:3][C:2]1=[O:6].S(Cl)(Cl)=O.[CH2:20](O)[CH3:21]. Given the product [N:1]1([CH:7]2[CH2:8][CH2:9][CH:10]([C:13]([O:15][CH2:20][CH3:21])=[O:14])[CH2:11][CH2:12]2)[CH2:5][CH2:4][CH2:3][C:2]1=[O:6], predict the reactants needed to synthesize it. (2) Given the product [CH3:20][O:21][C:22]1[CH:27]=[C:26]([O:28][CH3:29])[CH:25]=[CH:24][C:23]=1[CH2:30][NH:31][C:16]1[N:15]=[N:14][C:13]([CH:11]([C:8]2[N:6]3[CH:7]=[C:2]([CH3:32])[CH:3]=[CH:4][C:5]3=[N:10][N:9]=2)[CH3:12])=[CH:18][CH:17]=1.[Br:1][C:2]1[CH:3]=[CH:4][C:5]2[N:6]([C:8]([CH:11]([C:13]3[N:14]=[N:15][C:16]([NH:31][CH2:30][C:23]4[CH:24]=[CH:25][C:26]([O:28][CH3:29])=[CH:27][C:22]=4[O:21][CH3:20])=[CH:17][CH:18]=3)[CH3:12])=[N:9][N:10]=2)[CH:7]=1, predict the reactants needed to synthesize it. The reactants are: [Br:1][C:2]1[CH:3]=[CH:4][C:5]2[N:6]([C:8]([CH:11]([C:13]3[N:14]=[N:15][C:16](Cl)=[CH:17][CH:18]=3)[CH3:12])=[N:9][N:10]=2)[CH:7]=1.[CH3:20][O:21][C:22]1[CH:27]=[C:26]([O:28][CH3:29])[CH:25]=[CH:24][C:23]=1[CH2:30][NH2:31].[C:32]([O-])(O)=O.[Na+]. (3) Given the product [Cl:51][C:31]1[C:32]([CH:38]2[CH2:39][CH2:40][NH:41][CH2:42][CH2:43]2)=[CH:33][C:34]([C:36]#[N:37])=[CH:35][C:30]=1[NH:29][C:7]1[N:6]=[C:5]([NH:4][CH:1]2[CH2:2][CH2:3]2)[C:10]2=[N:11][CH:12]=[C:13]([C:14]#[N:15])[N:9]2[N:8]=1, predict the reactants needed to synthesize it. The reactants are: [CH:1]1([N:4](CC2C=CC(OC)=CC=2)[C:5]2[C:10]3=[N:11][CH:12]=[C:13]([C:14]#[N:15])[N:9]3[N:8]=[C:7](S(C)(=O)=O)[N:6]=2)[CH2:3][CH2:2]1.[NH2:29][C:30]1[C:31]([Cl:51])=[C:32]([CH:38]2[CH2:43][CH2:42][N:41](C(OC(C)(C)C)=O)[CH2:40][CH2:39]2)[CH:33]=[C:34]([C:36]#[N:37])[CH:35]=1.C([O-])([O-])=O.[Cs+].[Cs+]. (4) Given the product [CH3:32][O:31][C:27]1[CH:26]=[C:25]([N:4]2[CH2:5][CH2:6][N:1]([C:7]3[N:12]=[CH:11][N:10]([CH2:13][N:14]4[CH:18]=[CH:17][C:16]([C:19]([F:20])([F:21])[F:22])=[N:15]4)[C:9](=[O:23])[N:8]=3)[CH2:2][CH2:3]2)[CH:30]=[CH:29][CH:28]=1, predict the reactants needed to synthesize it. The reactants are: [N:1]1([C:7]2[N:12]=[CH:11][N:10]([CH2:13][N:14]3[CH:18]=[CH:17][C:16]([C:19]([F:22])([F:21])[F:20])=[N:15]3)[C:9](=[O:23])[N:8]=2)[CH2:6][CH2:5][NH:4][CH2:3][CH2:2]1.Br[C:25]1[CH:30]=[CH:29][CH:28]=[C:27]([O:31][CH3:32])[CH:26]=1.C1(P(C2CCCCC2)C2C=CC=CC=2C2C(C(C)C)=CC(C(C)C)=CC=2C(C)C)CCCCC1.C(=O)([O-])[O-].[Cs+].[Cs+]. (5) Given the product [N+:12]([C:5]1[CH:4]=[CH:3][C:2]([C:25]2[N:21]([CH:16]3[CH2:17][CH2:18][CH2:19][CH2:20][O:15]3)[N:22]=[CH:23][CH:24]=2)=[CH:7][C:6]=1[C:8]([F:11])([F:10])[F:9])([O-:14])=[O:13], predict the reactants needed to synthesize it. The reactants are: Br[C:2]1[CH:3]=[CH:4][C:5]([N+:12]([O-:14])=[O:13])=[C:6]([C:8]([F:11])([F:10])[F:9])[CH:7]=1.[O:15]1[CH2:20][CH2:19][CH2:18][CH2:17][CH:16]1[N:21]1[C:25](B2OC(C)(C)C(C)(C)O2)=[CH:24][CH:23]=[N:22]1. (6) Given the product [CH3:11][O:10][C:7]1[CH:8]=[CH:9][C:2]([O:1][CH2:13][C:14]2[CH:22]=[CH:21][CH:20]=[C:19]3[C:15]=2[CH:16]=[N:17][N:18]3[CH3:23])=[C:3]([CH:6]=1)[CH:4]=[O:5], predict the reactants needed to synthesize it. The reactants are: [OH:1][C:2]1[CH:9]=[CH:8][C:7]([O:10][CH3:11])=[CH:6][C:3]=1[CH:4]=[O:5].Cl[CH2:13][C:14]1[CH:22]=[CH:21][CH:20]=[C:19]2[C:15]=1[CH:16]=[N:17][N:18]2[CH3:23].C([O-])([O-])=O.[K+].[K+]. (7) Given the product [C:23]([O:26][CH2:27][CH2:28][CH2:29][CH2:30][CH2:31][CH2:32][CH2:33][CH2:34][O:35][C:36]1[CH:41]=[CH:40][NH:39][C:38](=[S:10])[C:37]=1[CH3:43])(=[O:25])[CH3:24], predict the reactants needed to synthesize it. The reactants are: COC1C=CC(P2(SP(C3C=CC(OC)=CC=3)(=S)S2)=[S:10])=CC=1.[C:23]([O:26][CH2:27][CH2:28][CH2:29][CH2:30][CH2:31][CH2:32][CH2:33][CH2:34][O:35][C:36]1[CH:41]=[CH:40][NH:39][C:38](=O)[C:37]=1[CH3:43])(=[O:25])[CH3:24].